This data is from NCI-60 drug combinations with 297,098 pairs across 59 cell lines. The task is: Regression. Given two drug SMILES strings and cell line genomic features, predict the synergy score measuring deviation from expected non-interaction effect. (1) Drug 1: C1=C(C(=O)NC(=O)N1)N(CCCl)CCCl. Drug 2: CC1=C2C(C(=O)C3(C(CC4C(C3C(C(C2(C)C)(CC1OC(=O)C(C(C5=CC=CC=C5)NC(=O)C6=CC=CC=C6)O)O)OC(=O)C7=CC=CC=C7)(CO4)OC(=O)C)O)C)OC(=O)C. Cell line: COLO 205. Synergy scores: CSS=51.4, Synergy_ZIP=3.50, Synergy_Bliss=4.21, Synergy_Loewe=0.183, Synergy_HSA=5.04. (2) Drug 1: C(=O)(N)NO. Drug 2: B(C(CC(C)C)NC(=O)C(CC1=CC=CC=C1)NC(=O)C2=NC=CN=C2)(O)O. Cell line: SR. Synergy scores: CSS=65.8, Synergy_ZIP=-0.242, Synergy_Bliss=-1.69, Synergy_Loewe=-44.9, Synergy_HSA=-2.64. (3) Drug 1: C1=NNC2=C1C(=O)NC=N2. Drug 2: C1CN(P(=O)(OC1)NCCCl)CCCl. Cell line: LOX IMVI. Synergy scores: CSS=8.31, Synergy_ZIP=-4.07, Synergy_Bliss=-3.63, Synergy_Loewe=-47.8, Synergy_HSA=-3.55.